Dataset: NCI-60 drug combinations with 297,098 pairs across 59 cell lines. Task: Regression. Given two drug SMILES strings and cell line genomic features, predict the synergy score measuring deviation from expected non-interaction effect. (1) Drug 1: CN(CCCl)CCCl.Cl. Drug 2: N.N.Cl[Pt+2]Cl. Cell line: NCIH23. Synergy scores: CSS=62.5, Synergy_ZIP=0.332, Synergy_Bliss=0.967, Synergy_Loewe=0.401, Synergy_HSA=3.59. (2) Drug 1: C1=CC=C(C=C1)NC(=O)CCCCCCC(=O)NO. Drug 2: C(CC(=O)O)C(=O)CN.Cl. Cell line: CAKI-1. Synergy scores: CSS=17.5, Synergy_ZIP=-5.17, Synergy_Bliss=3.18, Synergy_Loewe=-8.33, Synergy_HSA=0.731. (3) Drug 1: C1CN1P(=S)(N2CC2)N3CC3. Drug 2: C1CN(P(=O)(OC1)NCCCl)CCCl. Cell line: PC-3. Synergy scores: CSS=5.64, Synergy_ZIP=-4.39, Synergy_Bliss=-0.673, Synergy_Loewe=-8.71, Synergy_HSA=0.0354. (4) Drug 1: C1=CC(=CC=C1CCCC(=O)O)N(CCCl)CCCl. Drug 2: C1=NC2=C(N=C(N=C2N1C3C(C(C(O3)CO)O)O)F)N. Cell line: K-562. Synergy scores: CSS=10.6, Synergy_ZIP=-8.93, Synergy_Bliss=-6.68, Synergy_Loewe=-8.06, Synergy_HSA=-6.20. (5) Cell line: UACC62. Drug 2: CC1=C(C(=O)C2=C(C1=O)N3CC4C(C3(C2COC(=O)N)OC)N4)N. Drug 1: C1CC(=O)NC(=O)C1N2C(=O)C3=CC=CC=C3C2=O. Synergy scores: CSS=25.9, Synergy_ZIP=-2.41, Synergy_Bliss=1.64, Synergy_Loewe=-25.2, Synergy_HSA=1.48. (6) Drug 1: C1=CC(=C2C(=C1NCCNCCO)C(=O)C3=C(C=CC(=C3C2=O)O)O)NCCNCCO. Drug 2: CC1=C(C(=O)C2=C(C1=O)N3CC4C(C3(C2COC(=O)N)OC)N4)N. Cell line: SK-MEL-5. Synergy scores: CSS=39.6, Synergy_ZIP=-3.98, Synergy_Bliss=-5.33, Synergy_Loewe=-10.2, Synergy_HSA=-1.13. (7) Drug 1: CC1=C(N=C(N=C1N)C(CC(=O)N)NCC(C(=O)N)N)C(=O)NC(C(C2=CN=CN2)OC3C(C(C(C(O3)CO)O)O)OC4C(C(C(C(O4)CO)O)OC(=O)N)O)C(=O)NC(C)C(C(C)C(=O)NC(C(C)O)C(=O)NCCC5=NC(=CS5)C6=NC(=CS6)C(=O)NCCC[S+](C)C)O. Drug 2: CC(C)NC(=O)C1=CC=C(C=C1)CNNC.Cl. Cell line: NCIH23. Synergy scores: CSS=41.4, Synergy_ZIP=1.27, Synergy_Bliss=0.491, Synergy_Loewe=-21.9, Synergy_HSA=1.22. (8) Drug 1: C1CCC(CC1)NC(=O)N(CCCl)N=O. Drug 2: C1=NC2=C(N1)C(=S)N=CN2. Cell line: SNB-75. Synergy scores: CSS=16.8, Synergy_ZIP=-11.8, Synergy_Bliss=-15.3, Synergy_Loewe=-28.1, Synergy_HSA=-12.4. (9) Drug 1: CC1C(C(=O)NC(C(=O)N2CCCC2C(=O)N(CC(=O)N(C(C(=O)O1)C(C)C)C)C)C(C)C)NC(=O)C3=C4C(=C(C=C3)C)OC5=C(C(=O)C(=C(C5=N4)C(=O)NC6C(OC(=O)C(N(C(=O)CN(C(=O)C7CCCN7C(=O)C(NC6=O)C(C)C)C)C)C(C)C)C)N)C. Drug 2: C1C(C(OC1N2C=NC(=NC2=O)N)CO)O. Cell line: CCRF-CEM. Synergy scores: CSS=45.2, Synergy_ZIP=-13.7, Synergy_Bliss=-10.2, Synergy_Loewe=-5.46, Synergy_HSA=-2.40. (10) Synergy scores: CSS=5.98, Synergy_ZIP=-2.85, Synergy_Bliss=3.55, Synergy_Loewe=-16.6, Synergy_HSA=0.416. Drug 1: CC1C(C(CC(O1)OC2CC(CC3=C2C(=C4C(=C3O)C(=O)C5=C(C4=O)C(=CC=C5)OC)O)(C(=O)C)O)N)O.Cl. Cell line: SK-MEL-2. Drug 2: CN1C(=O)N2C=NC(=C2N=N1)C(=O)N.